This data is from Retrosynthesis with 50K atom-mapped reactions and 10 reaction types from USPTO. The task is: Predict the reactants needed to synthesize the given product. (1) Given the product Cn1c(=O)c(-c2ccc(F)cc2)cc2c3cc(-c4csc(COC(=O)C(C)(C)C)n4)ccc3n(C)c21, predict the reactants needed to synthesize it. The reactants are: CC(C)(C)C(=O)OCC(N)=S.Cn1c(=O)c(-c2ccc(F)cc2)cc2c3cc(C(=O)CBr)ccc3n(C)c21. (2) Given the product Cc1cc(C)c(-c2c(C)nn3c4c(c(C)nc23)CCO4)c(C)c1, predict the reactants needed to synthesize it. The reactants are: Cc1cc(C)c(-c2c(C)nn3c(O)c(CCO)c(C)nc23)c(C)c1.